This data is from Peptide-MHC class II binding affinity with 134,281 pairs from IEDB. The task is: Regression. Given a peptide amino acid sequence and an MHC pseudo amino acid sequence, predict their binding affinity value. This is MHC class II binding data. (1) The MHC is DRB4_0101 with pseudo-sequence DRB4_0103. The binding affinity (normalized) is 0.179. The peptide sequence is KLCPNNLCCSQWGWC. (2) The peptide sequence is NLARTISEAGQAMAS. The MHC is HLA-DPA10301-DPB10402 with pseudo-sequence HLA-DPA10301-DPB10402. The binding affinity (normalized) is 0. (3) The peptide sequence is AFKVAATAANAAPAH. The MHC is DRB1_0901 with pseudo-sequence DRB1_0901. The binding affinity (normalized) is 0.746.